Dataset: Forward reaction prediction with 1.9M reactions from USPTO patents (1976-2016). Task: Predict the product of the given reaction. (1) Given the reactants [CH2:1]([O:8][C:9]1[CH:10]=[C:11]([CH:16]=[C:17]([OH:19])[CH:18]=1)[C:12]([O:14][CH3:15])=[O:13])[C:2]1[CH:7]=[CH:6][CH:5]=[CH:4][CH:3]=1.C1(P(C2C=CC=CC=2)C2C=CC=CC=2)C=CC=CC=1.[CH3:39][O:40][CH2:41][C@H:42](O)[CH3:43].CC(OC(/N=N/C(OC(C)C)=O)=O)C, predict the reaction product. The product is: [CH2:1]([O:8][C:9]1[CH:10]=[C:11]([CH:16]=[C:17]([O:19][C@@H:42]([CH3:43])[CH2:41][O:40][CH3:39])[CH:18]=1)[C:12]([O:14][CH3:15])=[O:13])[C:2]1[CH:3]=[CH:4][CH:5]=[CH:6][CH:7]=1. (2) The product is: [C:1]1([CH:11]2[CH2:16][C:17](=[O:18])[O:14][C:13](=[O:15])[CH2:12]2)[C:10]2[C:5](=[CH:6][CH:7]=[CH:8][CH:9]=2)[CH:4]=[CH:3][CH:2]=1. Given the reactants [C:1]1([CH:11]([CH2:16][C:17](O)=[O:18])[CH2:12][C:13]([OH:15])=[O:14])[C:10]2[C:5](=[CH:6][CH:7]=[CH:8][CH:9]=2)[CH:4]=[CH:3][CH:2]=1, predict the reaction product. (3) Given the reactants C([O:4][CH2:5][C:6]1[C:7]([N:27]2[CH2:39][CH2:38][N:30]3[C:31]4[CH2:32][CH2:33][CH2:34][CH2:35][C:36]=4[CH:37]=[C:29]3[C:28]2=[O:40])=[N:8][CH:9]=[CH:10][C:11]=1[C:12]1[CH:17]=[C:16]([NH:18][C:19]2[CH:24]=[CH:23][N:22]=[CH:21][N:20]=2)[C:15](=[O:25])[N:14]([CH3:26])[CH:13]=1)(=O)C.[Li+].[OH-], predict the reaction product. The product is: [OH:4][CH2:5][C:6]1[C:7]([N:27]2[CH2:39][CH2:38][N:30]3[C:31]4[CH2:32][CH2:33][CH2:34][CH2:35][C:36]=4[CH:37]=[C:29]3[C:28]2=[O:40])=[N:8][CH:9]=[CH:10][C:11]=1[C:12]1[CH:17]=[C:16]([NH:18][C:19]2[CH:24]=[CH:23][N:22]=[CH:21][N:20]=2)[C:15](=[O:25])[N:14]([CH3:26])[CH:13]=1. (4) The product is: [OH:1][C:2]1[CH:3]=[CH:4][C:5](/[CH:6]=[CH:7]/[C:8]([O:10][C:20]2[CH:19]=[CH:18][CH:17]=[CH:15][C:14]=2[C:13]([O:22][CH3:23])=[O:21])=[O:9])=[CH:11][CH:12]=1. Given the reactants [OH:1][C:2]1[CH:12]=[CH:11][C:5]([CH:6]=[CH:7][C:8]([OH:10])=[O:9])=[CH:4][CH:3]=1.[C:13]([O:22][CH3:23])(=[O:21])[C:14]1[C:15](=[CH:17][CH:18]=[CH:19][CH:20]=1)O, predict the reaction product. (5) Given the reactants [CH3:1][O:2][C:3]1[C:11]2[O:10][C:9]([CH3:12])=[CH:8][C:7]=2[C:6]([N+:13]([O-])=O)=[CH:5][CH:4]=1, predict the reaction product. The product is: [CH3:1][O:2][C:3]1[C:11]2[O:10][C:9]([CH3:12])=[CH:8][C:7]=2[C:6]([NH2:13])=[CH:5][CH:4]=1. (6) Given the reactants [Cl:1][C:2]1[C:11]2[C:6](=[CH:7][C:8]([O:26][CH3:27])=[C:9]([O:12][CH2:13][C@@H:14]3[CH2:18][CH2:17][CH2:16][N:15]3C(OC(C)(C)C)=O)[CH:10]=2)[N:5]=[CH:4][N:3]=1.[Cl:28][C:29]1[C:30]([F:36])=[C:31]([CH:33]=[CH:34][CH:35]=1)[NH2:32].Cl, predict the reaction product. The product is: [ClH:1].[Cl:28][C:29]1[C:30]([F:36])=[C:31]([CH:33]=[CH:34][CH:35]=1)[NH:32][C:2]1[C:11]2[C:6](=[CH:7][C:8]([O:26][CH3:27])=[C:9]([O:12][CH2:13][C@@H:14]3[CH2:18][CH2:17][CH2:16][NH:15]3)[CH:10]=2)[N:5]=[CH:4][N:3]=1. (7) Given the reactants Br[CH:2]([C:22]1[CH:27]=[CH:26][N:25]=[C:24]([NH:28][C:29]2[CH:34]=[CH:33][C:32]([O:35][CH3:36])=[C:31]([F:37])[CH:30]=2)[N:23]=1)[C:3]([C:5]1[CH:6]=[C:7]([NH:11][C:12](=[O:21])[C:13]2[CH:18]=[C:17]([F:19])[CH:16]=[CH:15][C:14]=2[F:20])[CH:8]=[CH:9][CH:10]=1)=O.[N:38]1([CH2:44][CH2:45][NH:46][C:47]([NH2:49])=[S:48])[CH2:43][CH2:42][O:41][CH2:40][CH2:39]1.C(=O)([O-])[O-].[Mg+2], predict the reaction product. The product is: [F:20][C:14]1[CH:15]=[CH:16][C:17]([F:19])=[CH:18][C:13]=1[C:12]([NH:11][C:7]1[CH:8]=[CH:9][CH:10]=[C:5]([C:3]2[N:49]=[C:47]([NH:46][CH2:45][CH2:44][N:38]3[CH2:39][CH2:40][O:41][CH2:42][CH2:43]3)[S:48][C:2]=2[C:22]2[CH:27]=[CH:26][N:25]=[C:24]([NH:28][C:29]3[CH:34]=[CH:33][C:32]([O:35][CH3:36])=[C:31]([F:37])[CH:30]=3)[N:23]=2)[CH:6]=1)=[O:21]. (8) Given the reactants CN(C(ON1N=NC2C=CC=NC1=2)=[N+](C)C)C.F[P-](F)(F)(F)(F)F.C(OC([NH:32][C:33]1([C:48](O)=O)[CH2:38][CH2:37][N:36]([C:39]2[C:40]3[CH:47]=[CH:46][NH:45][C:41]=3[N:42]=[CH:43][N:44]=2)[CH2:35][CH2:34]1)=O)(C)(C)C.CCN(C(C)C)C(C)C.[F:60][C:61]([F:71])([F:70])[C:62]1[CH:63]=[C:64]([NH2:69])[C:65]([NH2:68])=[CH:66][CH:67]=1, predict the reaction product. The product is: [N:42]1[C:41]2[NH:45][CH:46]=[CH:47][C:40]=2[C:39]([N:36]2[CH2:35][CH2:34][C:33]([C:48]3[NH:69][C:64]4[CH:63]=[C:62]([C:61]([F:60])([F:70])[F:71])[CH:67]=[CH:66][C:65]=4[N:68]=3)([NH2:32])[CH2:38][CH2:37]2)=[N:44][CH:43]=1. (9) Given the reactants [H-].[Na+].[NH2:3][C:4]1[N:25]=[C:24](Cl)[CH:23]=[CH:22][C:5]=1[C:6]([NH:8][CH2:9][C:10]1[S:11][C:12]([O:15][C:16]2[CH:21]=[CH:20][CH:19]=[CH:18][CH:17]=2)=[CH:13][CH:14]=1)=[O:7].[CH2:27]([OH:30])[CH2:28][OH:29].[Cl-].[NH4+], predict the reaction product. The product is: [NH2:3][C:4]1[N:25]=[C:24]([O:29][CH2:28][CH2:27][OH:30])[CH:23]=[CH:22][C:5]=1[C:6]([NH:8][CH2:9][C:10]1[S:11][C:12]([O:15][C:16]2[CH:21]=[CH:20][CH:19]=[CH:18][CH:17]=2)=[CH:13][CH:14]=1)=[O:7].